This data is from Catalyst prediction with 721,799 reactions and 888 catalyst types from USPTO. The task is: Predict which catalyst facilitates the given reaction. Reactant: Cl[C:2]1[C:3]2[CH2:12][CH2:11][N:10]([C:13]([O:15][C:16]([CH3:19])([CH3:18])[CH3:17])=[O:14])[CH2:9][C:4]=2[N:5]=[C:6]([CH3:8])[N:7]=1.[O:20]1[CH2:25][CH2:24][CH2:23][CH2:22][CH:21]1[N:26]1[C:30](B2OC(C)(C)C(C)(C)O2)=[CH:29][CH:28]=[N:27]1.C([O-])([O-])=O.[Na+].[Na+]. Product: [CH3:8][C:6]1[N:7]=[C:2]([C:30]2[N:26]([CH:21]3[CH2:22][CH2:23][CH2:24][CH2:25][O:20]3)[N:27]=[CH:28][CH:29]=2)[C:3]2[CH2:12][CH2:11][N:10]([C:13]([O:15][C:16]([CH3:19])([CH3:18])[CH3:17])=[O:14])[CH2:9][C:4]=2[N:5]=1. The catalyst class is: 77.